Dataset: Reaction yield outcomes from USPTO patents with 853,638 reactions. Task: Predict the reaction yield, written as a fraction of the theoretical maximum amount of product (1.0 means a 100% yield; for example, 0.34 means a 34% yield). (1) The reactants are [CH3:1][N:2]1[CH2:7][CH2:6][C:5](=O)[CH2:4][CH2:3]1.C([NH:16][CH:17]1[CH2:22][CH2:21][NH:20][CH2:19][CH2:18]1)(OC(C)(C)C)=O.C(O[BH-](OC(=O)C)OC(=O)C)(=O)C.[Na+].C(=O)([O-])[O-].[Na+].[Na+].C(O)(C(F)(F)F)=O.C([O-])([O-])=O.[K+].[K+]. The catalyst is C1COCC1.C(Cl)Cl.O.CC(O)=O. The product is [CH3:1][N:2]1[CH2:7][CH2:6][CH:5]([N:20]2[CH2:21][CH2:22][CH:17]([NH2:16])[CH2:18][CH2:19]2)[CH2:4][CH2:3]1. The yield is 0.200. (2) The product is [Cl:11][C:9]1[N:8]=[C:7]([CH3:12])[N:6]=[C:5]([NH2:1])[N:10]=1. The yield is 0.730. The reactants are [NH3:1].CO.Cl[C:5]1[N:10]=[C:9]([Cl:11])[N:8]=[C:7]([CH3:12])[N:6]=1.C1(C)C=CC=CC=1. No catalyst specified. (3) The reactants are [CH2:1]([O:8][C@H:9]1[C@H:15]([O:16][CH2:17][C:18]2[CH:23]=[CH:22][CH:21]=[CH:20][CH:19]=2)[C@@H:14]([O:24][CH2:25][C:26]2[CH:31]=[CH:30][CH:29]=[CH:28][CH:27]=2)[C@:13]2([C:33]3[CH:38]=[CH:37][C:36]([Cl:39])=[C:35]([CH2:40][C:41]4[CH:46]=[CH:45][C:44]([O:47][CH2:48][C:49]([F:52])([F:51])[F:50])=[CH:43][CH:42]=4)[CH:34]=3)[O:32][C@@:10]1([CH2:53][OH:54])[CH2:11][O:12]2)[C:2]1[CH:7]=[CH:6][CH:5]=[CH:4][CH:3]=1.C(=O)(O)[O-:56].[Na+].[Br-].[K+].Cl[O-].[Na+].Cl. The catalyst is ClCCl. The product is [CH2:1]([O:8][C@H:9]1[C@H:15]([O:16][CH2:17][C:18]2[CH:23]=[CH:22][CH:21]=[CH:20][CH:19]=2)[C@@H:14]([O:24][CH2:25][C:26]2[CH:31]=[CH:30][CH:29]=[CH:28][CH:27]=2)[C@:13]2([C:33]3[CH:38]=[CH:37][C:36]([Cl:39])=[C:35]([CH2:40][C:41]4[CH:42]=[CH:43][C:44]([O:47][CH2:48][C:49]([F:52])([F:51])[F:50])=[CH:45][CH:46]=4)[CH:34]=3)[O:32][C@@:10]1([C:53]([OH:56])=[O:54])[CH2:11][O:12]2)[C:2]1[CH:3]=[CH:4][CH:5]=[CH:6][CH:7]=1. The yield is 0.660.